Dataset: Full USPTO retrosynthesis dataset with 1.9M reactions from patents (1976-2016). Task: Predict the reactants needed to synthesize the given product. (1) Given the product [CH2:22]([O:21][C:19]([NH:1][C:2]1([C:5]2[CH:17]=[CH:16][C:8]([C:9]([O:11][C:12]([CH3:13])([CH3:14])[CH3:15])=[O:10])=[CH:7][CH:6]=2)[CH2:4][CH2:3]1)=[O:20])[CH:23]=[CH2:24], predict the reactants needed to synthesize it. The reactants are: [NH2:1][C:2]1([C:5]2[CH:17]=[CH:16][C:8]([C:9]([O:11][C:12]([CH3:15])([CH3:14])[CH3:13])=[O:10])=[CH:7][CH:6]=2)[CH2:4][CH2:3]1.Cl[C:19]([O:21][CH2:22][CH:23]=[CH2:24])=[O:20]. (2) Given the product [CH3:32][O:33][C:34](=[O:44])[C:35]([CH3:43])=[CH:36][CH:37]([N:41]([CH:18]=[C:17]1[C:16]2[C:15]([CH3:30])([C:14]3[CH:5]([O:4][C:2](=[O:3])[CH3:1])[CH2:6][C:7]4([CH3:31])[CH:8]([C:13]=3[C:21](=[O:22])[C:20]=2[OH:19])[CH2:9][CH2:10][CH:11]4[OH:12])[CH:26]([CH2:27][O:28][CH3:29])[O:25][C:23]1=[O:24])[CH3:42])[CH:38]([CH3:40])[CH3:39], predict the reactants needed to synthesize it. The reactants are: [CH3:1][C:2]([O:4][C@H:5]1[C:14]2[C@@:15]3([CH3:30])[C@@H:26]([CH2:27][O:28][CH3:29])[O:25][C:23](=[O:24])[C:17]4=[CH:18][O:19][C:20]([C:21](=[O:22])[C:13]=2[C@@H:8]2[CH2:9][CH2:10][C@H:11]([OH:12])[C@@:7]2([CH3:31])[CH2:6]1)=[C:16]34)=[O:3].[CH3:32][O:33][C:34](=[O:44])[C:35]([CH3:43])=[CH:36][CH:37]([NH:41][CH3:42])[CH:38]([CH3:40])[CH3:39]. (3) Given the product [Cl:20][C:21]1[C:25]([CH2:26][CH3:27])=[N:24][N:23]([CH3:28])[C:22]=1[C:29]([O:10][CH2:11][CH2:12][CH2:13][CH2:14][C:15]([CH3:19])=[C:16]([F:18])[F:17])=[O:30], predict the reactants needed to synthesize it. The reactants are: CN(C)C=O.CS([O:10][CH2:11][CH2:12][CH2:13][CH2:14][C:15]([CH3:19])=[C:16]([F:18])[F:17])(=O)=O.[Cl:20][C:21]1[C:25]([CH2:26][CH3:27])=[N:24][N:23]([CH3:28])[C:22]=1[C:29](O)=[O:30].C(=O)([O-])O.[Na+]. (4) Given the product [NH2:10][C:9]1[NH:5][N:6]=[CH:7][C:8]=1[C:17]1[CH:22]=[C:21]([Cl:23])[CH:20]=[CH:19][C:18]=1[O:24][C:25]1[CH:30]=[CH:29][C:28]([S:31]([NH:34][C:35]2[S:39][N:38]=[CH:37][N:36]=2)(=[O:32])=[O:33])=[CH:27][C:26]=1[C:51]#[N:52], predict the reactants needed to synthesize it. The reactants are: C([N:5]1[C:9]([NH:10]C(=O)C(F)(F)F)=[C:8]([C:17]2[CH:22]=[C:21]([Cl:23])[CH:20]=[CH:19][C:18]=2[O:24][C:25]2[CH:30]=[CH:29][C:28]([S:31]([N:34](CC3C=CC(OC)=CC=3OC)[C:35]3[S:39][N:38]=[CH:37][N:36]=3)(=[O:33])=[O:32])=[CH:27][C:26]=2[C:51]#[N:52])[CH:7]=[N:6]1)(C)(C)C.Cl. (5) Given the product [CH3:7][C:6]([C:8]1[CH:13]=[CH:12][CH:11]=[CH:10][CH:9]=1)([CH3:14])[CH2:5][C:19]([OH:21])=[O:20], predict the reactants needed to synthesize it. The reactants are: [Mg].II.Cl[CH2:5][C:6]([CH3:14])([C:8]1[CH:13]=[CH:12][CH:11]=[CH:10][CH:9]=1)[CH3:7].BrCCBr.[C:19](=[O:21])=[O:20].Cl. (6) Given the product [ClH:21].[CH2:18]([O:3][CH2:4][C@H:5]1[CH2:10][CH2:9][CH2:8][NH:7][CH2:6]1)[CH3:19], predict the reactants needed to synthesize it. The reactants are: [H-].[Na+].[OH:3][CH2:4][C@H:5]1[CH2:10][CH2:9][CH2:8][N:7](C(OC(C)(C)C)=O)[CH2:6]1.[CH2:18](I)[CH3:19].[ClH:21].O1CCOCC1.